This data is from Reaction yield outcomes from USPTO patents with 853,638 reactions. The task is: Predict the reaction yield, written as a fraction of the theoretical maximum amount of product (1.0 means a 100% yield; for example, 0.34 means a 34% yield). (1) The reactants are F[C:2]1[CH:9]=[CH:8][C:7]([F:10])=[CH:6][C:3]=1[C:4]#[N:5].[NH2:11][C:12]1[CH:17]=[CH:16][C:15]([OH:18])=[CH:14][C:13]=1[CH3:19].C(=O)([O-])[O-].[K+].[K+]. The catalyst is CS(C)=O.O. The product is [NH2:11][C:12]1[CH:17]=[CH:16][C:15]([O:18][C:2]2[CH:9]=[CH:8][C:7]([F:10])=[CH:6][C:3]=2[C:4]#[N:5])=[CH:14][C:13]=1[CH3:19]. The yield is 0.990. (2) The reactants are [CH2:1]([C:5]1[C:6]([O:33][CH2:34][CH2:35][CH3:36])=[C:7]([NH:22][C:23]([NH:25][C:26]2[CH:31]=[CH:30][C:29]([CH3:32])=[CH:28][CH:27]=2)=[O:24])[CH:8]=[C:9]([C:11]2[CH:16]=[CH:15][CH:14]=[CH:13][C:12]=2[C:17]2[NH:21][N:20]=[N:19][N:18]=2)[CH:10]=1)/[CH:2]=[CH:3]/[CH3:4]. The catalyst is [Pd]. The product is [CH2:1]([C:5]1[C:6]([O:33][CH2:34][CH2:35][CH3:36])=[C:7]([NH:22][C:23]([NH:25][C:26]2[CH:31]=[CH:30][C:29]([CH3:32])=[CH:28][CH:27]=2)=[O:24])[CH:8]=[C:9]([C:11]2[CH:16]=[CH:15][CH:14]=[CH:13][C:12]=2[C:17]2[NH:18][N:19]=[N:20][N:21]=2)[CH:10]=1)[CH2:2][CH2:3][CH3:4]. The yield is 0.850. (3) The reactants are [F:1][C:2]1[CH:21]=[CH:20][C:5]([C:6]([N:8]2[CH2:13][CH2:12][N:11]([CH2:14][C:15](OCC)=[O:16])[CH2:10][CH2:9]2)=[O:7])=[CH:4][CH:3]=1.[NH2:22][NH2:23]. The catalyst is CCO. The product is [F:1][C:2]1[CH:21]=[CH:20][C:5]([C:6]([N:8]2[CH2:13][CH2:12][N:11]([CH2:14][C:15]([NH:22][NH2:23])=[O:16])[CH2:10][CH2:9]2)=[O:7])=[CH:4][CH:3]=1. The yield is 0.641. (4) The reactants are [NH2:1][C@H:2]([C:7]([OH:9])=[O:8])[C:3]([SH:6])([CH3:5])[CH3:4].[OH-].[Na+].[CH3:12]I.Cl[C:15]([O:17][CH3:18])=[O:16]. The catalyst is CO. The product is [CH3:18][O:17][C:15]([NH:1][C@@H:2]([C:3]([CH3:5])([S:6][CH3:12])[CH3:4])[C:7]([OH:9])=[O:8])=[O:16]. The yield is 0.580. (5) The yield is 0.940. The product is [I:1][CH2:12][CH2:11]/[CH:10]=[CH:9]\[C@@H:8]([O:7][Si:6]([CH:19]([CH3:21])[CH3:20])([CH:16]([CH3:18])[CH3:17])[CH:3]([CH3:5])[CH3:4])[CH2:14][CH3:15]. The catalyst is CCOCC.CC#N. The reactants are [I:1]I.[CH:3]([Si:6]([CH:19]([CH3:21])[CH3:20])([CH:16]([CH3:18])[CH3:17])[O:7][C@@H:8]([CH2:14][CH3:15])/[CH:9]=[CH:10]\[CH2:11][CH2:12]O)([CH3:5])[CH3:4].C1C=CC(P(C2C=CC=CC=2)C2C=CC=CC=2)=CC=1.N1C=CN=C1. (6) The reactants are [CH3:1][C:2]1[CH:26]=[CH:25][C:5]2[S:6][C:7]([C:9]3[CH:14]=[CH:13][C:12]([C:15]4[CH:20]=[CH:19][CH:18]=[CH:17][CH:16]=4)=[C:11]([C:21]([F:24])([F:23])[F:22])[CH:10]=3)=[CH:8][C:4]=2[CH:3]=1.C(Cl)(Cl)[Cl:28]. No catalyst specified. The product is [Cl:28][C:8]1[C:4]2[CH:3]=[C:2]([CH3:1])[CH:26]=[CH:25][C:5]=2[S:6][C:7]=1[C:9]1[CH:14]=[CH:13][C:12]([C:15]2[CH:16]=[CH:17][CH:18]=[CH:19][CH:20]=2)=[C:11]([C:21]([F:22])([F:23])[F:24])[CH:10]=1. The yield is 0.560.